Dataset: Catalyst prediction with 721,799 reactions and 888 catalyst types from USPTO. Task: Predict which catalyst facilitates the given reaction. (1) Reactant: [NH:1]1[CH2:6][CH2:5][CH:4]([N:7]2[C:15]3[C:10](=[N:11][CH:12]=[CH:13][CH:14]=3)[NH:9][C:8]2=[O:16])[CH2:3][CH2:2]1.[Cl:17][C:18]1[CH:23]=[C:22]([C:24]([C:26]2[CH:36]=[C:35]([CH3:37])[C:29]3[N:30]([CH3:34])[C:31](=[O:33])[O:32][C:28]=3[CH:27]=2)=[O:25])[CH:21]=[C:20](Cl)[N:19]=1. The catalyst class is: 37. Product: [Cl:17][C:18]1[N:19]=[C:20]([N:1]2[CH2:2][CH2:3][CH:4]([N:7]3[C:15]4[C:10](=[N:11][CH:12]=[CH:13][CH:14]=4)[NH:9][C:8]3=[O:16])[CH2:5][CH2:6]2)[CH:21]=[C:22]([C:24]([C:26]2[CH:36]=[C:35]([CH3:37])[C:29]3[N:30]([CH3:34])[C:31](=[O:33])[O:32][C:28]=3[CH:27]=2)=[O:25])[CH:23]=1. (2) Reactant: C1C=CC(P(C2C(C3C(P(C4C=CC=CC=4)C4C=CC=CC=4)=CC=C4C=3C=CC=C4)=C3C(C=CC=C3)=CC=2)C2C=CC=CC=2)=CC=1.[C:47]([O:51][C:52]([N:54]1[CH2:59][CH2:58][C:57]2([CH2:64][CH2:63][NH:62][CH2:61][CH2:60]2)[CH2:56][CH2:55]1)=[O:53])([CH3:50])([CH3:49])[CH3:48].Cl.Br[C:67]1[CH:68]=[N:69][CH:70]=[CH:71][CH:72]=1. Product: [C:47]([O:51][C:52]([N:54]1[CH2:59][CH2:58][C:57]2([CH2:64][CH2:63][N:62]([C:67]3[CH:68]=[N:69][CH:70]=[CH:71][CH:72]=3)[CH2:61][CH2:60]2)[CH2:56][CH2:55]1)=[O:53])([CH3:50])([CH3:48])[CH3:49]. The catalyst class is: 222.